Dataset: Catalyst prediction with 721,799 reactions and 888 catalyst types from USPTO. Task: Predict which catalyst facilitates the given reaction. (1) Reactant: [I-:1].[CH3:2][C:3]1([CH3:48])[O:8][C:7]2[CH:9]=[CH:10][C:11]([C@@H:13]([OH:47])[CH2:14][N:15](C(=O)OCC3C=CC=CC=3)[CH2:16][CH2:17][CH2:18][CH2:19][CH2:20][CH2:21][O:22][CH2:23][CH2:24][O:25][CH2:26][C:27]3[CH:28]=[C:29]([N+:33]([CH3:36])([CH3:35])[CH3:34])[CH:30]=[CH:31][CH:32]=3)=[CH:12][C:6]=2[CH2:5][O:4]1. Product: [I-:1].[CH3:2][C:3]1([CH3:48])[O:8][C:7]2[CH:9]=[CH:10][C:11]([C@@H:13]([OH:47])[CH2:14][NH:15][CH2:16][CH2:17][CH2:18][CH2:19][CH2:20][CH2:21][O:22][CH2:23][CH2:24][O:25][CH2:26][C:27]3[CH:28]=[C:29]([N+:33]([CH3:36])([CH3:35])[CH3:34])[CH:30]=[CH:31][CH:32]=3)=[CH:12][C:6]=2[CH2:5][O:4]1. The catalyst class is: 29. (2) Reactant: [C:1]([O:4][CH2:5][CH2:6][N:7]([C:14](Cl)=[O:15])[C:8]1[CH:13]=[CH:12][CH:11]=[CH:10][CH:9]=1)(=[O:3])[CH3:2].[CH3:17][C:18]1[C:19]([CH2:30][S:31]([C:33]2[NH:37][C:36]3[CH:38]=[CH:39][CH:40]=[CH:41][C:35]=3[N:34]=2)=[O:32])=[N:20][CH:21]=[CH:22][C:23]=1[O:24][CH2:25][C:26]([F:29])([F:28])[F:27].C(N(CC)CC)C.C(OCC)(=O)C. Product: [C:1]([O:4][CH2:5][CH2:6][N:7]([C:14]([N:34]1[C:35]2[CH:41]=[CH:40][CH:39]=[CH:38][C:36]=2[N:37]=[C:33]1[S:31]([CH2:30][C:19]1[C:18]([CH3:17])=[C:23]([O:24][CH2:25][C:26]([F:27])([F:28])[F:29])[CH:22]=[CH:21][N:20]=1)=[O:32])=[O:15])[C:8]1[CH:13]=[CH:12][CH:11]=[CH:10][CH:9]=1)(=[O:3])[CH3:2]. The catalyst class is: 453. (3) Reactant: [N:1]1[O:5][N:4]=[C:3]2[CH:6]=[C:7]([C:10]([OH:12])=O)[CH:8]=[CH:9][C:2]=12.[C:13]([C:20]1[NH:21][CH:22]=[CH:23]N=1)([C:15]1NC=CN=1)=O.N1CCCCC1. Product: [N:1]1[O:5][N:4]=[C:3]2[CH:6]=[C:7]([C:10]([N:21]3[CH2:20][CH2:13][CH2:15][CH2:23][CH2:22]3)=[O:12])[CH:8]=[CH:9][C:2]=12. The catalyst class is: 4.